From a dataset of Full USPTO retrosynthesis dataset with 1.9M reactions from patents (1976-2016). Predict the reactants needed to synthesize the given product. Given the product [CH:25]([C:24]1[NH:23][N:22]=[C:21]([C:28]([NH2:30])=[O:29])[C:20]=1[NH:19][C:47](=[O:48])[CH2:46][C:41]1[CH:42]=[CH:43][CH:44]=[CH:45][C:40]=1[O:39][CH2:38][CH2:37][N:31]1[CH2:36][CH2:35][O:34][CH2:33][CH2:32]1)([CH3:27])[CH3:26], predict the reactants needed to synthesize it. The reactants are: CCCP1(OP(CCC)(=O)OP(CCC)(=O)O1)=O.[NH2:19][C:20]1[C:21]([C:28]([NH2:30])=[O:29])=[N:22][NH:23][C:24]=1[CH:25]([CH3:27])[CH3:26].[N:31]1([CH2:37][CH2:38][O:39][C:40]2[CH:45]=[CH:44][CH:43]=[CH:42][C:41]=2[CH2:46][C:47](O)=[O:48])[CH2:36][CH2:35][O:34][CH2:33][CH2:32]1.C(N(CC)CC)C.